From a dataset of NCI-60 drug combinations with 297,098 pairs across 59 cell lines. Regression. Given two drug SMILES strings and cell line genomic features, predict the synergy score measuring deviation from expected non-interaction effect. (1) Drug 1: C1CN1C2=NC(=NC(=N2)N3CC3)N4CC4. Drug 2: CC(CN1CC(=O)NC(=O)C1)N2CC(=O)NC(=O)C2. Synergy scores: CSS=37.0, Synergy_ZIP=-2.28, Synergy_Bliss=0.379, Synergy_Loewe=1.69, Synergy_HSA=2.48. Cell line: ACHN. (2) Drug 1: C1=CC(=C2C(=C1NCCNCCO)C(=O)C3=C(C=CC(=C3C2=O)O)O)NCCNCCO. Drug 2: CC1C(C(CC(O1)OC2CC(CC3=C2C(=C4C(=C3O)C(=O)C5=CC=CC=C5C4=O)O)(C(=O)C)O)N)O. Cell line: IGROV1. Synergy scores: CSS=43.3, Synergy_ZIP=-0.270, Synergy_Bliss=0.0911, Synergy_Loewe=-1.56, Synergy_HSA=1.07. (3) Drug 1: CC12CCC3C(C1CCC2=O)CC(=C)C4=CC(=O)C=CC34C. Drug 2: C1CN(CCN1C(=O)CCBr)C(=O)CCBr. Cell line: OVCAR-8. Synergy scores: CSS=52.0, Synergy_ZIP=-2.18, Synergy_Bliss=-0.369, Synergy_Loewe=-1.31, Synergy_HSA=1.52.